Dataset: Forward reaction prediction with 1.9M reactions from USPTO patents (1976-2016). Task: Predict the product of the given reaction. (1) Given the reactants [NH2:1][C:2]1[N:6]([CH2:7][CH2:8][OH:9])[N:5]=[CH:4][CH:3]=1.Cl.[N:11](OCCC(C)C)=[O:12], predict the reaction product. The product is: [NH2:1][C:2]1[N:6]([CH2:7][CH2:8][OH:9])[N:5]=[CH:4][C:3]=1[N:11]=[O:12]. (2) Given the reactants [C:1]([C:5]1[N:6]([CH2:32][CH2:33][NH:34]C(=O)OC(C)(C)C)[C:7]2[C:12]([CH:13]=1)=[CH:11][C:10]([NH:14][C:15]([C:17]1([C:20]3[CH:30]=[CH:29][C:23]4[O:24][C:25]([F:28])([F:27])[O:26][C:22]=4[CH:21]=3)[CH2:19][CH2:18]1)=[O:16])=[C:9]([F:31])[CH:8]=2)([CH3:4])([CH3:3])[CH3:2].FC(F)(F)C(O)=O, predict the reaction product. The product is: [NH2:34][CH2:33][CH2:32][N:6]1[C:7]2[C:12](=[CH:11][C:10]([NH:14][C:15]([C:17]3([C:20]4[CH:30]=[CH:29][C:23]5[O:24][C:25]([F:28])([F:27])[O:26][C:22]=5[CH:21]=4)[CH2:18][CH2:19]3)=[O:16])=[C:9]([F:31])[CH:8]=2)[CH:13]=[C:5]1[C:1]([CH3:4])([CH3:3])[CH3:2]. (3) Given the reactants [NH2:1][C:2]1[CH:11]=[CH:10][C:9]2[C:8]3=[CH:12][CH:13]=[N:14][N:7]3[CH:6]=[CH:5][C:4]=2[C:3]=1[C:15]([O:17][CH3:18])=[O:16].[Br:19][C:20]1[CH:25]=[C:24]([F:26])[CH:23]=[CH:22][C:21]=1[S:27](Cl)(=[O:29])=[O:28], predict the reaction product. The product is: [Br:19][C:20]1[CH:25]=[C:24]([F:26])[CH:23]=[CH:22][C:21]=1[S:27]([NH:1][C:2]1[CH:11]=[CH:10][C:9]2[C:8]3=[CH:12][CH:13]=[N:14][N:7]3[CH:6]=[CH:5][C:4]=2[C:3]=1[C:15]([O:17][CH3:18])=[O:16])(=[O:29])=[O:28]. (4) The product is: [NH2:10][C:8]1[CH:7]=[CH:6][C:5]([N:13]2[CH2:18][CH2:17][CH2:16][CH2:15][C:14]2=[O:19])=[C:4]([O:3][CH2:1][CH3:2])[CH:9]=1. Given the reactants [CH2:1]([O:3][C:4]1[CH:9]=[C:8]([N+:10]([O-])=O)[CH:7]=[CH:6][C:5]=1[N:13]1[CH2:18][CH2:17][CH2:16][CH2:15][C:14]1=[O:19])[CH3:2].[H][H], predict the reaction product. (5) Given the reactants Br[CH:2]([CH3:11])[C:3]([C:5]1[CH:10]=[CH:9][CH:8]=[CH:7][CH:6]=1)=[O:4].[ClH:12].[OH:13][C:14]1[CH:19]=[CH:18][CH:17]=[CH:16][C:15]=1[CH2:20][C:21]([N:23]1[CH2:28][CH2:27][NH:26][CH2:25][CH2:24]1)=[O:22].C([O-])([O-])=O.[K+].[K+], predict the reaction product. The product is: [ClH:12].[C:3]([CH:2]([N:26]1[CH2:25][CH2:24][N:23]([C:21](=[O:22])[CH2:20][C:15]2[CH:16]=[CH:17][CH:18]=[CH:19][C:14]=2[OH:13])[CH2:28][CH2:27]1)[CH3:11])(=[O:4])[C:5]1[CH:10]=[CH:9][CH:8]=[CH:7][CH:6]=1. (6) Given the reactants [F:1][C:2]1[CH:7]=[C:6]([O:8][CH3:9])[CH:5]=[CH:4][C:3]=1[CH2:10][CH2:11][OH:12].C(N(CC)CC)C.[CH3:20][S:21](Cl)(=[O:23])=[O:22], predict the reaction product. The product is: [CH3:20][S:21]([O:12][CH2:11][CH2:10][C:3]1[CH:4]=[CH:5][C:6]([O:8][CH3:9])=[CH:7][C:2]=1[F:1])(=[O:23])=[O:22]. (7) Given the reactants [NH:1]1[C:9]2[C:4](=[CH:5][CH:6]=[CH:7][CH:8]=2)[C@@:3]2([C:21]3[C:12](=[CH:13][C:14]4[O:19][CH2:18][CH2:17][O:16][C:15]=4[CH:20]=3)[O:11][CH2:10]2)[C:2]1=[O:22].C[C:24]1[C:28]2[CH:29]=[C:30]3[C:35]4([C:43]5[C:38](=[CH:39][CH:40]=[CH:41]C=5)NC4=O)[CH2:34][O:33][C:31]3=[CH:32][C:27]=2ON=1.C(OC1C=CC(CCl)=CC=1)C1C=CC=CC=1.BrCC1OC(C(F)(F)F)=CC=1, predict the reaction product. The product is: [CH2:34]([O:33][C:31]1[CH:32]=[CH:27][C:28]([CH2:24][N:1]2[C:9]3[C:4](=[CH:5][CH:6]=[CH:7][CH:8]=3)[C@@:3]3([C:21]4[C:12](=[CH:13][C:14]5[O:19][CH2:18][CH2:17][O:16][C:15]=5[CH:20]=4)[O:11][CH2:10]3)[C:2]2=[O:22])=[CH:29][CH:30]=1)[C:35]1[CH:43]=[CH:38][CH:39]=[CH:40][CH:41]=1.